Dataset: Choline transporter screen with 302,306 compounds. Task: Binary Classification. Given a drug SMILES string, predict its activity (active/inactive) in a high-throughput screening assay against a specified biological target. (1) The compound is O(c1c(/C=C\c2[n+](c3c(cc2)cccc3)C)cccc1)C(=O)C. The result is 0 (inactive). (2) The compound is O=c1n2c(nc(N3CCN(CC3)c3ccccc3)c1/C=C(/C#N)C#N)cccc2. The result is 0 (inactive). (3) The compound is O=C(NCCNc1ncc([N+]([O-])=O)cc1)CN1CCN(CC1)Cc1ccccc1. The result is 0 (inactive). (4) The compound is Brc1cc2sc(N3CCN(CC3)c3ccccc3)nc2cc1. The result is 0 (inactive). (5) The molecule is o1c(C(C)(C)C)cc(C(=O)NC2CCN(CC2)Cc2ccccc2)c1C. The result is 0 (inactive). (6) The molecule is Fc1c(Cn2nc(nn2)c2ccc(cc2)C(O)=O)cccc1. The result is 0 (inactive).